Dataset: TCR-epitope binding with 47,182 pairs between 192 epitopes and 23,139 TCRs. Task: Binary Classification. Given a T-cell receptor sequence (or CDR3 region) and an epitope sequence, predict whether binding occurs between them. (1) The epitope is HTTDPSFLGRY. The TCR CDR3 sequence is CASSLGQGTYEQYF. Result: 0 (the TCR does not bind to the epitope). (2) The epitope is RILGAGCFV. The TCR CDR3 sequence is CASSYGEEGNSPLHF. Result: 0 (the TCR does not bind to the epitope). (3) The epitope is TSNQVAVLY. The TCR CDR3 sequence is CASSYSLGNEQFF. Result: 0 (the TCR does not bind to the epitope). (4) The epitope is KEIDRLNEV. The TCR CDR3 sequence is CASSVDRNTEAFF. Result: 0 (the TCR does not bind to the epitope). (5) The epitope is NLVPMVATV. The TCR CDR3 sequence is CASSLVEGLGTGGPRLAEQFF. Result: 1 (the TCR binds to the epitope). (6) Result: 0 (the TCR does not bind to the epitope). The TCR CDR3 sequence is CASRDSIQFSSNQPQHF. The epitope is IVTDFSVIK. (7) The epitope is IYSKHTPINL. The TCR CDR3 sequence is CASSQTGWTEAFF. Result: 0 (the TCR does not bind to the epitope).